This data is from Experimentally validated miRNA-target interactions with 360,000+ pairs, plus equal number of negative samples. The task is: Binary Classification. Given a miRNA mature sequence and a target amino acid sequence, predict their likelihood of interaction. (1) The miRNA is hsa-miR-938 with sequence UGCCCUUAAAGGUGAACCCAGU. The protein sequence of the target gene is MTNVYSLDGILVFGLLFVCTCAYFKKVPRLKTWLLSEKKGVWGVFYKAAVIGTRLHAAVAIACVVMAFYVLFIK. Result: 0 (no interaction). (2) The miRNA is hsa-let-7a-5p with sequence UGAGGUAGUAGGUUGUAUAGUU. The protein sequence of the target gene is MKKGSQQKIFSKAKIPSSSHSPIPSSMSNMRSRSLSPLIGSETLPFHSGGQWCEQVEIADENNMLLDYQDHKGADSHAGVRYITEALIKKLTKQDNLALIKSLNLSLSKDGGKKFKYIENLEKCVKLEVLNLSYNLIGKIEKLDKLLKLRELNLSYNKISKIEGIENMCNLQKLNLAGNEIEHIPVWLGKKLKSLRVLNLKGNKISSLQDISKLKPLQDLISLILVENPVVTLPHYLQFTIFHLRSLESLEGQPVTTQDRQEAFERFSLEEVERLERDLEKKMIETEELKSKQTRFLEEI.... Result: 1 (interaction). (3) The miRNA is hsa-miR-483-5p with sequence AAGACGGGAGGAAAGAAGGGAG. The protein sequence of the target gene is MNVGVAHSEVNPNTRVMNSRGIWLAYIILVGLLHMVLLSIPFFSIPVVWTLTNVIHNLATYVFLHTVKGTPFETPDQGKARLLTHWEQMDYGLQFTSSRKFLSISPIVLYLLASFYTKYDAAHFLINTASLLSVLLPKLPQFHGVRVFGINKY. Result: 1 (interaction). (4) The miRNA is hsa-miR-32-3p with sequence CAAUUUAGUGUGUGUGAUAUUU. The protein sequence of the target gene is MQLEIKVALNFIISYLYNKLPRRRADLFGEELERLLRKKYEGHWYPEKPLKGSGFRCVHIGEVVDPVVELAAKRSGLAVEDVRANVPEELSVWIDPFEVSYQIGEKGVVKVLYLGDSEASGTPELDKEIKSSFNPDAQVFVPIGSQDSSLSSSPSPSFGQSPSPTFIPRSAQPITFTTASFAATKFGSTKMKKGGGASGGVSVGGSGAGGQQPPPQQPRMARSPTKNLLKHKSLSLSMHSLNLIPANPAPQSQLSPNAKEFVYNGGGSPSLFFDGVEGPSTSTTAPFGSGGASTCNSSSF.... Result: 0 (no interaction). (5) The miRNA is mmu-miR-1224-5p with sequence GUGAGGACUGGGGAGGUGGAG. The protein sequence of the target gene is MSPAAAAADGGERRRPPLGGREGRSRARGYGGPAGAAALGLALLGLALYLVPAAAALAWLAVGASAAWWGLSREPRGPRALSSFVRDARRHPRPALTASPPPAKSPVNGSLCEPRSPLGGPDPAELLLMGSYLGKPGPPEPALRQDPRERPGRRPPARSPPPASAVQRVHHVYPALPTPLLRPSRRPPHRDCGPLSSRFVITPRRRYPIQQAQYSLLGALPTVCWNGGHKKAVLSPRNSRMVCSPVTVRIAPPDSKLFRSSMSEQILDTTLSSPSSNAPDPCAKETVLNALKEKKKRTVA.... Result: 0 (no interaction). (6) The miRNA is mmu-miR-17-5p with sequence CAAAGUGCUUACAGUGCAGGUAG. The protein sequence of the target gene is MMDLELPPPGLQSQQDMDLIDILWRQDIDLGVSREVFDFSQRQKDYELEKQKKLEKERQEQLQKEQEKAFFAQFQLDEETGEFLPIQPAQHIQTDTSGSASYSQVAHIPKQDALYFEDCMQLLAETFPFVDDHESLALDIPSHAESSVFTAPHQAQSLNSSLEAAMTDLSSIEQDMEQVWQELFSIPELQCLNTENKQLADTTAVPSPEATLTEMDSNYHFYSSISSLEKEVGNCGPHFLHGFEDSFSSILSTDDASQLTSLDSNPTLNTDFGDEFYSAFIAEPSDGGSMPSSAAISQSL.... Result: 1 (interaction). (7) The miRNA is hsa-miR-7151-3p with sequence CUACAGGCUGGAAUGGGCUCA. The protein sequence of the target gene is MHPPETTTKMASVRFMVTPTKIDDIPGLSDTSPDLSSRSSSRVRFSSRESVPETSRSEPMSEMSGATTSLATVALDPPSDRTSHPQDVIEDLSQNSITGEHSQLLDDGHKKARNAYLNNSNYEEGDEYFDKNLALFEEEMDTRPKVSSLLNRMANYTNLTQGAKEHEEAENITEGKKKPTKTPQMGTFMGVYLPCLQNIFGVILFLRLTWVVGTAGVLQAFAIVLICCCCTMLTAISMSAIATNGVVPAGGSYFMISRALGPEFGGAVGLCFYLGTTFAAAMYILGAIEIFLVYIVPRAA.... Result: 1 (interaction).